This data is from Forward reaction prediction with 1.9M reactions from USPTO patents (1976-2016). The task is: Predict the product of the given reaction. (1) Given the reactants [C:1]([O:5][C:6]([NH:8][C@@H:9]([CH2:13][C:14]1[CH:19]=[CH:18][CH:17]=[CH:16][N:15]=1)[C:10]([OH:12])=[O:11])=[O:7])([CH3:4])([CH3:3])[CH3:2].[CH3:20][Si](C=[N+]=[N-])(C)C, predict the reaction product. The product is: [CH3:20][O:11][C:10](=[O:12])[C@@H:9]([NH:8][C:6]([O:5][C:1]([CH3:4])([CH3:2])[CH3:3])=[O:7])[CH2:13][C:14]1[CH:19]=[CH:18][CH:17]=[CH:16][N:15]=1. (2) Given the reactants Cl[C:2]1[C:7]2[C:8]([C:17]3[CH:22]=[CH:21][C:20]([O:23][CH3:24])=[CH:19][CH:18]=3)=[C:9]([C:11]3[CH:16]=[CH:15][CH:14]=[CH:13][CH:12]=3)[O:10][C:6]=2[CH:5]=[CH:4][N:3]=1.[OH:25][CH:26]([CH3:38])[CH2:27][CH2:28][CH2:29][CH2:30][C:31]([O:33][C:34]([CH3:37])([CH3:36])[CH3:35])=[O:32].O.[Cl-].[Na+], predict the reaction product. The product is: [CH3:24][O:23][C:20]1[CH:21]=[CH:22][C:17]([C:8]2[C:7]3[C:2]([O:25][C@H:26]([CH3:38])[CH2:27][CH2:28][CH2:29][CH2:30][C:31]([O:33][C:34]([CH3:37])([CH3:36])[CH3:35])=[O:32])=[N:3][CH:4]=[CH:5][C:6]=3[O:10][C:9]=2[C:11]2[CH:16]=[CH:15][CH:14]=[CH:13][CH:12]=2)=[CH:18][CH:19]=1. (3) The product is: [CH3:48][O:47][C:27]1[CH:28]=[C:29]([C:32]([N:34]2[CH2:39][CH2:38][CH:37]([N:40]3[CH2:41][CH2:42][N:43]([CH3:46])[CH2:44][CH2:45]3)[CH2:36][CH2:35]2)=[O:33])[CH:30]=[CH:31][C:26]=1[NH:25][C:2]1[C:3]2[NH:15][N:14]=[CH:13][C:4]=2[N:5]=[C:6]([C:8]2[S:9][CH:10]=[CH:11][CH:12]=2)[N:7]=1. Given the reactants Cl[C:2]1[C:3]2[C:4](=[CH:13][N:14](CC3C=CC(OC)=CC=3)[N:15]=2)[N:5]=[C:6]([C:8]2[S:9][CH:10]=[CH:11][CH:12]=2)[N:7]=1.[NH2:25][C:26]1[CH:31]=[CH:30][C:29]([C:32]([N:34]2[CH2:39][CH2:38][CH:37]([N:40]3[CH2:45][CH2:44][N:43]([CH3:46])[CH2:42][CH2:41]3)[CH2:36][CH2:35]2)=[O:33])=[CH:28][C:27]=1[O:47][CH3:48].Cl, predict the reaction product. (4) Given the reactants [Cl:1][C:2]1[CH:3]=[C:4]([NH:9][C@H:10]([C:12]([O:14][CH3:15])=[O:13])[CH3:11])[CH:5]=[CH:6][C:7]=1[F:8].[I-].C([NH3+])(C)(C)C.[CH3:22][O:23][C:24]1[CH:25]=[C:26]([CH:29]=[CH:30][CH:31]=1)[CH2:27]Br.[H-].[Na+], predict the reaction product. The product is: [Cl:1][C:2]1[CH:3]=[C:4]([N:9]([CH2:27][C:26]2[CH:29]=[CH:30][CH:31]=[C:24]([O:23][CH3:22])[CH:25]=2)[C@H:10]([C:12]([O:14][CH3:15])=[O:13])[CH3:11])[CH:5]=[CH:6][C:7]=1[F:8]. (5) The product is: [C:34](=[O:45])([O:25][CH2:24][CH2:23][C@@:20]1([C:26]2[CH:27]=[CH:28][C:29]([F:32])=[CH:30][CH:31]=2)[O:19][C:18](=[O:33])[N:17]([C@H:15]([C:12]2[CH:13]=[CH:14][C:9]([C:3]3[CH:4]=[CH:5][C:6]([F:8])=[CH:7][C:2]=3[F:1])=[CH:10][CH:11]=2)[CH3:16])[CH2:22][CH2:21]1)[NH2:47]. Given the reactants [F:1][C:2]1[CH:7]=[C:6]([F:8])[CH:5]=[CH:4][C:3]=1[C:9]1[CH:14]=[CH:13][C:12]([C@@H:15]([N:17]2[CH2:22][CH2:21][C@@:20]([C:26]3[CH:31]=[CH:30][C:29]([F:32])=[CH:28][CH:27]=3)([CH2:23][CH2:24][OH:25])[O:19][C:18]2=[O:33])[CH3:16])=[CH:11][CH:10]=1.[C:34](Cl)(=[O:45])OC1C=CC([N+]([O-])=O)=CC=1.[NH3:47], predict the reaction product.